From a dataset of Forward reaction prediction with 1.9M reactions from USPTO patents (1976-2016). Predict the product of the given reaction. (1) Given the reactants C(P([C:18]([CH3:21])([CH3:20])C)C1C=CC=CC=1C1C=CC=CC=1)(C)(C)C.[CH2:22](O[SiH](OCC)OCC)C.C[N:33]1[CH2:37][CH2:36][CH2:35][C:34]1=O, predict the reaction product. The product is: [CH:34]([N:33]([CH:18]([CH3:20])[CH3:21])[CH2:37][CH3:36])([CH3:35])[CH3:22]. (2) Given the reactants Br[C:2]1[C:10]2[C:5](=[N:6][CH:7]=[CH:8][C:9]=2[NH:11][C:12]2[CH:13]=[C:14]([CH:20]=[CH:21][CH:22]=2)[C:15]([O:17][CH2:18][CH3:19])=[O:16])[N:4]([CH2:23][C:24]2[CH:29]=[CH:28][C:27]([O:30][CH3:31])=[CH:26][CH:25]=2)[N:3]=1.[NH2:32][C@@H:33]1[CH2:38][CH2:37][CH2:36][N:35]([C:39]([O:41][C:42]([CH3:45])([CH3:44])[CH3:43])=[O:40])[CH2:34]1.N1CCC[C@H]1C(O)=O.C(=O)([O-])[O-].[K+].[K+], predict the reaction product. The product is: [CH2:18]([O:17][C:15]([C:14]1[CH:13]=[C:12]([NH:11][C:9]2[CH:8]=[CH:7][N:6]=[C:5]3[N:4]([CH2:23][C:24]4[CH:29]=[CH:28][C:27]([O:30][CH3:31])=[CH:26][CH:25]=4)[N:3]=[C:2]([NH:32][C@@H:33]4[CH2:38][CH2:37][CH2:36][N:35]([C:39]([O:41][C:42]([CH3:45])([CH3:44])[CH3:43])=[O:40])[CH2:34]4)[C:10]=23)[CH:22]=[CH:21][CH:20]=1)=[O:16])[CH3:19]. (3) Given the reactants [C:1]1([CH:7]([C:34]2[CH:39]=[CH:38][CH:37]=[CH:36][CH:35]=2)[O:8][CH:9]2[CH2:14][CH2:13][N:12]([CH2:15][CH2:16][CH2:17][NH:18][C:19]3[CH:20]=[CH:21][C:22]4[N:23]([CH:25]=[C:26]([C:28]([CH3:33])([CH3:32])[C:29]([OH:31])=[O:30])[N:27]=4)[N:24]=3)[CH2:11][CH2:10]2)[CH:6]=[CH:5][CH:4]=[CH:3][CH:2]=1.[OH-].[Na+:41], predict the reaction product. The product is: [C:34]1([CH:7]([C:1]2[CH:6]=[CH:5][CH:4]=[CH:3][CH:2]=2)[O:8][CH:9]2[CH2:10][CH2:11][N:12]([CH2:15][CH2:16][CH2:17][NH:18][C:19]3[CH:20]=[CH:21][C:22]4[N:23]([CH:25]=[C:26]([C:28]([CH3:33])([CH3:32])[C:29]([O-:31])=[O:30])[N:27]=4)[N:24]=3)[CH2:13][CH2:14]2)[CH:39]=[CH:38][CH:37]=[CH:36][CH:35]=1.[Na+:41]. (4) The product is: [F:1][C:2]1[CH:3]=[C:4]2[C:8](=[CH:9][CH:10]=1)[NH:7][C:6](=[O:11])/[C:5]/2=[CH:12]\[C:13]1[NH:17][C:16]([CH3:18])=[C:15]([C:19]([NH:21][CH2:44][CH2:45][CH2:46][C:47]([O:49][CH3:50])=[O:48])=[O:20])[C:14]=1[CH3:23]. Given the reactants [F:1][C:2]1[CH:3]=[C:4]2[C:8](=[CH:9][CH:10]=1)[NH:7][C:6](=[O:11])/[C:5]/2=[CH:12]\[C:13]1[NH:17][C:16]([CH3:18])=[C:15]([C:19]([NH:21]O)=[O:20])[C:14]=1[CH3:23].C1C=CC2N(O)N=NC=2C=1.C(N(CC)CC)C.Cl.Cl.N[CH2:44][CH2:45][CH2:46][C:47]([O:49][CH3:50])=[O:48].[OH-].[Na+], predict the reaction product.